Dataset: Forward reaction prediction with 1.9M reactions from USPTO patents (1976-2016). Task: Predict the product of the given reaction. (1) Given the reactants [O:1]1[CH2:3][C@@H:2]1[C@@H:4]([NH:12][C:13](=[O:19])[O:14][C:15]([CH3:18])([CH3:17])[CH3:16])[CH2:5][C:6]1[CH:11]=[CH:10][CH:9]=[CH:8][CH:7]=1.[NH3:20], predict the reaction product. The product is: [NH2:20][CH2:3][C@@H:2]([OH:1])[C@@H:4]([NH:12][C:13](=[O:19])[O:14][C:15]([CH3:18])([CH3:17])[CH3:16])[CH2:5][C:6]1[CH:11]=[CH:10][CH:9]=[CH:8][CH:7]=1. (2) Given the reactants [OH:1][CH:2]([CH2:19][CH2:20][CH2:21][CH2:22][CH2:23][CH2:24][C:25]1[CH:30]=[CH:29][CH:28]=[CH:27][CH:26]=1)[C:3]([NH:5][CH2:6][C:7]1[S:8][C:9]([C:12]2[CH:17]=[CH:16][C:15]([OH:18])=[CH:14][CH:13]=2)=[N:10][N:11]=1)=[O:4].Cl.Br[CH2:33][C:34]1[CH:39]=[CH:38][N:37]=[CH:36][CH:35]=1.C(=O)([O-])[O-].[K+].[K+], predict the reaction product. The product is: [OH:1][CH:2]([CH2:19][CH2:20][CH2:21][CH2:22][CH2:23][CH2:24][C:25]1[CH:26]=[CH:27][CH:28]=[CH:29][CH:30]=1)[C:3]([NH:5][CH2:6][C:7]1[S:8][C:9]([C:12]2[CH:17]=[CH:16][C:15]([O:18][CH2:33][C:34]3[CH:39]=[CH:38][N:37]=[CH:36][CH:35]=3)=[CH:14][CH:13]=2)=[N:10][N:11]=1)=[O:4].